Dataset: Full USPTO retrosynthesis dataset with 1.9M reactions from patents (1976-2016). Task: Predict the reactants needed to synthesize the given product. (1) Given the product [NH2:1][C:2]1[N:6]([CH3:7])[C:5](=[O:8])[C:4]([C:20]2[CH:21]=[CH:22][C:23]([O:26][CH:27]([F:29])[F:28])=[CH:24][CH:25]=2)([C:9]2[CH:14]=[CH:13][CH:12]=[C:11](/[CH:15]=[CH:16]\[CH2:17][O:18][CH3:19])[CH:10]=2)[N:3]=1, predict the reactants needed to synthesize it. The reactants are: [NH2:1][C:2]1[N:6]([CH3:7])[C:5](=[O:8])[C:4]([C:20]2[CH:25]=[CH:24][C:23]([O:26][CH:27]([F:29])[F:28])=[CH:22][CH:21]=2)([C:9]2[CH:14]=[CH:13][CH:12]=[C:11]([C:15]#[C:16][CH2:17][O:18][CH3:19])[CH:10]=2)[N:3]=1. (2) Given the product [CH3:24][O:23][C:21]1[CH:20]=[CH:19][C:15]2[N:16]=[C:17]([CH3:18])[C:12]3[N:13]([C:9]([C:42]#[C:41][C:37]4[CH:38]=[CH:39][CH:40]=[C:35]([O:34][CH3:33])[CH:36]=4)=[N:10][C:11]=3[CH3:25])[C:14]=2[N:22]=1, predict the reactants needed to synthesize it. The reactants are: ClC1C=C([C:9]2[N:13]3[C:14]4[N:22]=[C:21]([O:23][CH3:24])[CH:20]=[CH:19][C:15]=4[N:16]=[C:17]([CH3:18])[C:12]3=[C:11]([CH3:25])[N:10]=2)C=C(Cl)C=1.CCN(CC)CC.[CH3:33][O:34][C:35]1[CH:36]=[C:37]([C:41]#[CH:42])[CH:38]=[CH:39][CH:40]=1. (3) Given the product [CH2:1]([O:5][CH2:6][CH2:7][O:8][C:9]1[CH:10]=[CH:11][C:12]([C:15]2[CH:16]=[CH:17][C:18]3[N:24]([C:25](=[O:30])[C:26]([F:29])([F:27])[F:28])[CH2:23][CH2:22][C:21]([C:31]([NH:33][C:34]4[CH:35]=[CH:36][C:37]([CH:40]([OH:51])[C:41]5[C:46]([O:47][CH2:48][CH2:49][CH3:50])=[CH:45][CH:44]=[CH:43][N+:42]=5[O-:61])=[CH:38][CH:39]=4)=[O:32])=[CH:20][C:19]=3[CH:52]=2)=[CH:13][CH:14]=1)[CH2:2][CH2:3][CH3:4], predict the reactants needed to synthesize it. The reactants are: [CH2:1]([O:5][CH2:6][CH2:7][O:8][C:9]1[CH:14]=[CH:13][C:12]([C:15]2[CH:16]=[CH:17][C:18]3[N:24]([C:25](=[O:30])[C:26]([F:29])([F:28])[F:27])[CH2:23][CH2:22][C:21]([C:31]([NH:33][C:34]4[CH:39]=[CH:38][C:37]([CH:40]([OH:51])[C:41]5[C:46]([O:47][CH2:48][CH2:49][CH3:50])=[CH:45][CH:44]=[CH:43][N:42]=5)=[CH:36][CH:35]=4)=[O:32])=[CH:20][C:19]=3[CH:52]=2)=[CH:11][CH:10]=1)[CH2:2][CH2:3][CH3:4].ClC1C=CC=C(C(OO)=[O:61])C=1.S([O-])([O-])(=O)=S.[Na+].[Na+]. (4) Given the product [F:18][C:19]1[C:20]([N:6]2[CH:10]=[N:9][CH:8]=[N:7]2)=[N:21][C:22](=[O:29])[N:23]([CH2:25][CH:26]([CH3:27])[CH3:28])[CH:24]=1, predict the reactants needed to synthesize it. The reactants are: P(Cl)(Cl)(Cl)=O.[NH:6]1[CH:10]=[N:9][CH:8]=[N:7]1.C(N(CC)CC)C.[F:18][C:19]1[C:20](=O)[NH:21][C:22](=[O:29])[N:23]([CH2:25][CH:26]([CH3:28])[CH3:27])[CH:24]=1.O. (5) Given the product [CH3:39][C:36]1[CH:37]=[CH:38][C:33]([O:23][C:20]2[CH:21]=[CH:22][C:17]([C:16]3[C:11]([NH2:10])=[N:12][CH:13]=[CH:14][CH:15]=3)=[CH:18][CH:19]=2)=[CH:34][CH:35]=1, predict the reactants needed to synthesize it. The reactants are: N1C=CC=CC=1C(O)=O.[NH2:10][C:11]1[C:16]([C:17]2[CH:22]=[CH:21][C:20]([OH:23])=[CH:19][CH:18]=2)=[CH:15][CH:14]=[CH:13][N:12]=1.P([O-])([O-])([O-])=O.[K+].[K+].[K+].I[C:33]1[CH:38]=[CH:37][C:36]([CH3:39])=[CH:35][CH:34]=1. (6) Given the product [CH2:1]([O:5][C:6]1[CH:11]=[C:10]([O:12][CH2:13][C:14]([Cl:17])([CH3:16])[CH3:15])[N:9]=[CH:8][N:7]=1)[C:2]#[C:3][CH3:4], predict the reactants needed to synthesize it. The reactants are: [CH2:1]([O:5][C:6]1[CH:11]=[C:10]([O:12][CH2:13][C:14]([CH3:16])=[CH2:15])[N:9]=[CH:8][N:7]=1)[C:2]#[C:3][CH3:4].[ClH:17].O. (7) Given the product [NH2:25][C:26]1[N:31]=[C:30]([O:20][C:17]2[CH:18]=[CH:19][C:14]([NH:13][C:11](=[O:12])[C:10]3[CH:21]=[CH:22][CH:23]=[CH:24][C:9]=3[NH:8][C:5]3[CH:6]=[CH:7][C:2]([F:1])=[CH:3][CH:4]=3)=[CH:15][CH:16]=2)[CH:29]=[CH:28][N:27]=1, predict the reactants needed to synthesize it. The reactants are: [F:1][C:2]1[CH:7]=[CH:6][C:5]([NH:8][C:9]2[CH:24]=[CH:23][CH:22]=[CH:21][C:10]=2[C:11]([NH:13][C:14]2[CH:19]=[CH:18][C:17]([OH:20])=[CH:16][CH:15]=2)=[O:12])=[CH:4][CH:3]=1.[NH2:25][C:26]1[N:31]=[C:30](Cl)[CH:29]=[CH:28][N:27]=1.C(=O)([O-])[O-].[Cs+].[Cs+].CS(C)=O.